Dataset: Peptide-MHC class I binding affinity with 185,985 pairs from IEDB/IMGT. Task: Regression. Given a peptide amino acid sequence and an MHC pseudo amino acid sequence, predict their binding affinity value. This is MHC class I binding data. The peptide sequence is WTTNTETGA. The MHC is Mamu-A02 with pseudo-sequence Mamu-A02. The binding affinity (normalized) is 0.300.